Dataset: CYP2C9 inhibition data for predicting drug metabolism from PubChem BioAssay. Task: Regression/Classification. Given a drug SMILES string, predict its absorption, distribution, metabolism, or excretion properties. Task type varies by dataset: regression for continuous measurements (e.g., permeability, clearance, half-life) or binary classification for categorical outcomes (e.g., BBB penetration, CYP inhibition). Dataset: cyp2c9_veith. (1) The molecule is c1ccc(CN2CCN(Cc3ccc4c(c3)OCCO4)CC2)cc1. The result is 0 (non-inhibitor). (2) The result is 1 (inhibitor). The drug is COC(=O)[C@@H]1C[C@H]1[C@@H](NS(=O)(=O)c1ccc(-c2ccccc2)cc1)c1ccccc1. (3) The drug is COC(=O)[C@@]1(Cc2ccc(F)cc2)[C@H]2c3cc(C(=O)N(C)C)n(Cc4ccc(C(F)(F)F)nc4)c3C[C@H]2CN1C(=O)c1ccccc1. The result is 1 (inhibitor). (4) The molecule is COC(=O)[C@@]1(Cc2ccc(OC)cc2)[C@H]2c3cc(C(=O)N4CCCC4)n(CCc4ccc(OC)c(Br)c4)c3C[C@H]2CN1C(=O)c1ccccc1. The result is 1 (inhibitor). (5) The compound is COc1cccc(Cn2c(=O)c(-c3cccs3)nc3cnc(OC)nc32)c1. The result is 1 (inhibitor). (6) The compound is COC(=O)[C@@]1(Cc2ccc(OC)cc2)[C@H]2c3cc(C(=O)N4CCCC4)n(Cc4cc(F)c(F)c(F)c4)c3C[C@H]2CN1C(=O)c1ccccc1. The result is 1 (inhibitor). (7) The molecule is C[C@@H]1CCCN(CP(=O)(c2ccccc2)c2ccccc2)C1. The result is 0 (non-inhibitor).